The task is: Predict the reactants needed to synthesize the given product.. This data is from Full USPTO retrosynthesis dataset with 1.9M reactions from patents (1976-2016). Given the product [Cl:17][C:18]1[CH:23]=[CH:22][C:21]([NH:16][CH2:9][C:10]2[CH:15]=[CH:14][CH:13]=[CH:12][CH:11]=2)=[CH:20][CH:19]=1, predict the reactants needed to synthesize it. The reactants are: [O-]P([O-])([O-])=O.[K+].[K+].[K+].[CH2:9]([NH2:16])[C:10]1[CH:15]=[CH:14][CH:13]=[CH:12][CH:11]=1.[Cl:17][C:18]1[CH:23]=[CH:22][C:21](I)=[CH:20][CH:19]=1.C(O)CO.